Task: Predict which catalyst facilitates the given reaction.. Dataset: Catalyst prediction with 721,799 reactions and 888 catalyst types from USPTO (1) Reactant: [Br:1][C:2]1[CH:3]=[C:4](C=O)[CH:5]=[N:6][C:7]=1[CH3:8].[CH:11](OC)([O:14][CH3:15])[O:12][CH3:13].Cl. Product: [CH3:13][O:12][CH:11]([O:14][CH3:15])[C:4]1[CH:3]=[C:2]([Br:1])[C:7]([CH3:8])=[N:6][CH:5]=1. The catalyst class is: 5. (2) Reactant: [CH2:1]([N:4]([C:8]1[C:17](C=C)=[C:16]2[C:11]([C:12](=[O:30])[N:13]([C:23]3[CH:28]=[CH:27][C:26]([Cl:29])=[CH:25][CH:24]=3)[C:14]([CH:20]([CH3:22])[CH3:21])=[N:15]2)=[CH:10][CH:9]=1)[C:5](=[O:7])[CH3:6])[CH:2]=[CH2:3]. Product: [C:5]([N:4]1[C:8]2=[CH:9][CH:10]=[C:11]3[C:16]([N:15]=[C:14]([CH:20]([CH3:22])[CH3:21])[N:13]([C:23]4[CH:28]=[CH:27][C:26]([Cl:29])=[CH:25][CH:24]=4)[C:12]3=[O:30])=[C:17]2[CH:3]=[CH:2][CH2:1]1)(=[O:7])[CH3:6]. The catalyst class is: 2. (3) Reactant: C(OC([N:8]1[CH2:12][C@@H:11]([CH2:13][N:14]([CH:31]([CH3:33])[CH3:32])[C:15](=[O:30])[C:16]2[CH:21]=[CH:20][C:19]([O:22][CH3:23])=[C:18]([O:24][CH2:25][CH2:26][CH2:27][O:28][CH3:29])[CH:17]=2)[C@H:10]([NH2:34])[CH2:9]1)=O)(C)(C)C.[CH3:35][O:36][C:37]1[CH:38]=[C:39]([S:43](Cl)(=[O:45])=[O:44])[CH:40]=[CH:41][CH:42]=1.CC#N.O.CC#N. Product: [CH:31]([N:14]([CH2:13][C@@H:11]1[CH:10]([NH:34][S:43]([C:39]2[CH:40]=[CH:41][CH:42]=[C:37]([O:36][CH3:35])[CH:38]=2)(=[O:45])=[O:44])[CH2:9][NH:8][CH2:12]1)[C:15](=[O:30])[C:16]1[CH:21]=[CH:20][C:19]([O:22][CH3:23])=[C:18]([O:24][CH2:25][CH2:26][CH2:27][O:28][CH3:29])[CH:17]=1)([CH3:32])[CH3:33]. The catalyst class is: 6. (4) Reactant: [CH3:1][C:2]1[C:3]([CH:8]=O)=[N:4][CH:5]=[CH:6][CH:7]=1.[N:10]1[CH:15]=[CH:14][CH:13]=[CH:12][C:11]=1[CH:16]([NH:18][CH:19]([CH3:34])[CH2:20][CH2:21][CH2:22][N:23]1[C:31](=[O:32])[C:30]2[C:25](=[CH:26][CH:27]=[CH:28][CH:29]=2)[C:24]1=[O:33])[CH3:17].[BH-](OC(C)=O)(OC(C)=O)OC(C)=O.[Na+]. Product: [CH3:1][C:2]1[C:3]([CH2:8][N:18]([CH:16]([C:11]2[CH:12]=[CH:13][CH:14]=[CH:15][N:10]=2)[CH3:17])[CH:19]([CH3:34])[CH2:20][CH2:21][CH2:22][N:23]2[C:31](=[O:32])[C:30]3[C:25](=[CH:26][CH:27]=[CH:28][CH:29]=3)[C:24]2=[O:33])=[N:4][CH:5]=[CH:6][CH:7]=1. The catalyst class is: 2.